Dataset: Forward reaction prediction with 1.9M reactions from USPTO patents (1976-2016). Task: Predict the product of the given reaction. (1) Given the reactants Br[C:2]1[S:3][CH:4]=[C:5]([C:7]2[CH:12]=[CH:11][C:10]([Br:13])=[CH:9][CH:8]=2)[N:6]=1.[NH2:14][C@@H:15]([CH3:18])[CH2:16][OH:17], predict the reaction product. The product is: [Br:13][C:10]1[CH:11]=[CH:12][C:7]([C:5]2[N:6]=[C:2]([NH:14][C@@H:15]([CH3:18])[CH2:16][OH:17])[S:3][CH:4]=2)=[CH:8][CH:9]=1. (2) Given the reactants [Cl:1][C:2]1[C:20]([OH:21])=[CH:19][C:5]2[C:6]([C:9]([C:11]3[CH:16]=[CH:15][C:14]([O:17][CH3:18])=[CH:13][CH:12]=3)=[O:10])=[CH:7][O:8][C:4]=2[C:3]=1[Cl:22].[N+]([O-])(O)=[O:24].O.C(Cl)(Cl)Cl.CO, predict the reaction product. The product is: [Cl:1][C:2]1[C:20](=[O:21])[C:19](=[O:24])[C:5]2[C:6]([C:9](=[O:10])[C:11]3[CH:16]=[CH:15][C:14]([O:17][CH3:18])=[CH:13][CH:12]=3)=[CH:7][O:8][C:4]=2[C:3]=1[Cl:22]. (3) Given the reactants [Br:1][C:2]1[CH:7]=[CH:6][CH:5]=[CH:4][C:3]=1[OH:8].[CH2:9](Br)[C:10]1[CH:15]=[CH:14][CH:13]=[CH:12][CH:11]=1.C([O-])([O-])=O.[K+].[K+], predict the reaction product. The product is: [CH2:9]([O:8][C:3]1[CH:4]=[CH:5][CH:6]=[CH:7][C:2]=1[Br:1])[C:10]1[CH:15]=[CH:14][CH:13]=[CH:12][CH:11]=1. (4) The product is: [C:25]([C:27]1[CH:28]=[CH:29][C:30]([NH:33][C:34](=[O:35])[NH:1][C:2]2[CH:3]=[CH:4][C:5]([NH:8][S:9]([C:12]3[CH:13]=[C:14]([C:18]4[CH:23]=[CH:22][C:21]([F:24])=[CH:20][CH:19]=4)[CH:15]=[CH:16][CH:17]=3)(=[O:11])=[O:10])=[CH:6][CH:7]=2)=[CH:31][CH:32]=1)#[N:26]. Given the reactants [NH2:1][C:2]1[CH:7]=[CH:6][C:5]([NH:8][S:9]([C:12]2[CH:13]=[C:14]([C:18]3[CH:23]=[CH:22][C:21]([F:24])=[CH:20][CH:19]=3)[CH:15]=[CH:16][CH:17]=2)(=[O:11])=[O:10])=[CH:4][CH:3]=1.[C:25]([C:27]1[CH:32]=[CH:31][C:30]([N:33]=[C:34]=[O:35])=[CH:29][CH:28]=1)#[N:26], predict the reaction product. (5) Given the reactants Br[C:2]1[CH:7]=[CH:6][CH:5]=[CH:4][N:3]=1.[CH:8]1[C:16]2[C:15]3[CH:17]=[CH:18][CH:19]=[CH:20][C:14]=3[O:13][C:12]=2[C:11](B(O)O)=[CH:10][CH:9]=1.O.[O-]P([O-])([O-])=O.[K+].[K+].[K+].C1(C)C=CC=CC=1, predict the reaction product. The product is: [N:3]1[CH:4]=[CH:5][CH:6]=[CH:7][C:2]=1[C:20]1[C:14]2[O:13][C:12]3[CH:11]=[CH:10][CH:9]=[CH:8][C:16]=3[C:15]=2[CH:17]=[CH:18][CH:19]=1. (6) Given the reactants [N:1]([C@@H:4]([C@@H:41]([C:50]1[CH:55]=[CH:54][C:53]([Cl:56])=[CH:52][CH:51]=1)[C:42]1[CH:43]=[N:44][C:45]([O:48][CH3:49])=[CH:46][CH:47]=1)[C:5]([NH:7][C:8]1[CH:13]=[CH:12][CH:11]=[C:10]([F:14])[C:9]=1[CH2:15][CH2:16][C@H:17]([NH:31][S:32]([C:35]1[CH:40]=[CH:39][CH:38]=[CH:37][CH:36]=1)(=[O:34])=[O:33])[CH2:18][N:19]([CH2:27][C@@H:28](O)C)[C:20](=[O:26])[O:21][C:22]([CH3:25])([CH3:24])[CH3:23])=[O:6])=[N+:2]=[N-:3].CC(OC(/N=N/C(OC(C)C)=O)=O)C.C1(P(C2C=CC=CC=2)C2C=CC=CC=2)C=CC=CC=1, predict the reaction product. The product is: [N:1]([C@@H:4]([C@@H:41]([C:50]1[CH:55]=[CH:54][C:53]([Cl:56])=[CH:52][CH:51]=1)[C:42]1[CH:43]=[N:44][C:45]([O:48][CH3:49])=[CH:46][CH:47]=1)[C:5]([NH:7][C:8]1[CH:13]=[CH:12][CH:11]=[C:10]([F:14])[C:9]=1[CH2:15][CH2:16][C@@H:17]1[N:31]([S:32]([C:35]2[CH:40]=[CH:39][CH:38]=[CH:37][CH:36]=2)(=[O:33])=[O:34])[CH2:28][CH2:27][N:19]([C:20]([O:21][C:22]([CH3:24])([CH3:25])[CH3:23])=[O:26])[CH2:18]1)=[O:6])=[N+:2]=[N-:3]. (7) Given the reactants [CH3:1][C@:2]12[CH2:15][CH2:14][C:13](=[O:16])[CH:12]=[C:11]1[NH:10][CH2:9][C@@H:8]1[C@@H:3]2[CH2:4][CH2:5][C@:6]2([CH3:26])[C:19]([C:20]3[CH:21]=[N:22][CH:23]=[CH:24][CH:25]=3)=[CH:18][CH2:17][C@H:7]21.[CH3:27][O:28]C1C=CN=CC=1B(OCC)OCC, predict the reaction product. The product is: [CH3:27][O:28][C:25]1[CH:24]=[CH:23][N:22]=[CH:21][C:20]=1[C:19]1[C@:6]2([CH3:26])[C@H:7]([C@H:8]3[C@H:3]([CH2:4][CH2:5]2)[C@:2]2([CH3:1])[C:11](=[CH:12][C:13](=[O:16])[CH2:14][CH2:15]2)[NH:10][CH2:9]3)[CH2:17][CH:18]=1. (8) The product is: [O:32]=[C:21]1[N:20]2[CH2:19][CH2:18][CH:2]([CH2:3][N:4]3[CH2:9][CH2:8][CH:7]([NH:10][C:11](=[O:17])[O:12][C:13]([CH3:16])([CH3:15])[CH3:14])[CH2:6][CH2:5]3)[N:28]3[C:29]2=[C:24]([CH:25]=[CH:26][C:27]3=[O:30])[CH2:23][CH2:22]1. Given the reactants O[CH:2]([CH2:18][CH2:19][N:20]1[C:29]2[C:24](=[CH:25][CH:26]=[C:27]([O:30]C)[N:28]=2)[CH2:23][CH2:22][C:21]1=[O:32])[CH2:3][N:4]1[CH2:9][CH2:8][CH:7]([NH:10][C:11](=[O:17])[O:12][C:13]([CH3:16])([CH3:15])[CH3:14])[CH2:6][CH2:5]1.CS(OS(C)(=O)=O)(=O)=O.C(N(C(C)C)CC)(C)C.[I-].[Na+], predict the reaction product. (9) Given the reactants [Br:1][C:2]1[C:8]([F:9])=[CH:7][C:5]([NH2:6])=[C:4]([N+:10]([O-])=O)[CH:3]=1.O.O.[Sn](Cl)Cl, predict the reaction product. The product is: [Br:1][C:2]1[CH:3]=[C:4]([NH2:10])[C:5]([NH2:6])=[CH:7][C:8]=1[F:9]. (10) Given the reactants [BH4-].[Na+].CO.[Cl-].[CH2:6]([N:10]1[C:14]2[C:15](=[O:20])[N:16]([CH3:19])[N:17]=[CH:18][C:13]=2[N:12]=[C:11]1[C:21]1[CH:26]=[CH:25][N+:24]([CH2:27][C:28]2[CH:33]=[CH:32][C:31]([O:34][CH3:35])=[CH:30][CH:29]=2)=[CH:23][CH:22]=1)[C:7]#[C:8][CH3:9].Cl, predict the reaction product. The product is: [CH2:6]([N:10]1[C:14]2[C:15](=[O:20])[N:16]([CH3:19])[N:17]=[CH:18][C:13]=2[N:12]=[C:11]1[C:21]1[CH2:26][CH2:25][N:24]([CH2:27][C:28]2[CH:33]=[CH:32][C:31]([O:34][CH3:35])=[CH:30][CH:29]=2)[CH2:23][CH:22]=1)[C:7]#[C:8][CH3:9].